Task: Regression. Given a peptide amino acid sequence and an MHC pseudo amino acid sequence, predict their binding affinity value. This is MHC class II binding data.. Dataset: Peptide-MHC class II binding affinity with 134,281 pairs from IEDB The peptide sequence is PLSVASMTSPLLTWD. The MHC is DRB3_0101 with pseudo-sequence DRB3_0101. The binding affinity (normalized) is 0.237.